From a dataset of Full USPTO retrosynthesis dataset with 1.9M reactions from patents (1976-2016). Predict the reactants needed to synthesize the given product. Given the product [CH3:27][O:26][C:24](=[O:25])[C:23](=[O:28])[C:2]1[CH:3]=[C:4]2[C:9]3=[C:10]([CH2:12][CH2:13][N:8]3[CH2:7][CH2:6][CH2:5]2)[CH:11]=1, predict the reactants needed to synthesize it. The reactants are: Br[C:2]1[CH:3]=[C:4]2[C:9]3=[C:10]([CH2:12][CH2:13][N:8]3[CH2:7][CH2:6][CH2:5]2)[CH:11]=1.C([Li])CCC.[Cu]C#N.Cl[C:23](=[O:28])[C:24]([O:26][CH3:27])=[O:25].C(=O)(O)[O-].[Na+].